From a dataset of Full USPTO retrosynthesis dataset with 1.9M reactions from patents (1976-2016). Predict the reactants needed to synthesize the given product. (1) Given the product [Cl:8][C:9]1[N:10]=[C:11]([N:20]2[CH2:25][CH2:24][O:23][CH2:22][CH2:21]2)[C:12]2[CH:17]=[C:16]([CH2:18][N:5]3[CH2:6][CH2:7][N:2]([CH3:1])[CH2:3][CH2:4]3)[S:15][C:13]=2[N:14]=1, predict the reactants needed to synthesize it. The reactants are: [CH3:1][N:2]1[CH2:7][CH2:6][NH:5][CH2:4][CH2:3]1.[Cl:8][C:9]1[N:10]=[C:11]([N:20]2[CH2:25][CH2:24][O:23][CH2:22][CH2:21]2)[C:12]2[CH:17]=[C:16]([CH:18]=O)[S:15][C:13]=2[N:14]=1. (2) Given the product [O:25]=[C:16]1[C:17]2[C:18](=[CH:21][CH:22]=[CH:23][CH:24]=2)[C:19](=[O:20])[N:15]1[O:13][CH:10]1[CH2:9][CH2:8][N:7]([C:5]([O:4][CH:1]([CH3:3])[CH3:2])=[O:6])[CH2:12][CH2:11]1, predict the reactants needed to synthesize it. The reactants are: [CH:1]([O:4][C:5]([N:7]1[CH2:12][CH2:11][CH:10]([OH:13])[CH2:9][CH2:8]1)=[O:6])([CH3:3])[CH3:2].O[N:15]1[C:19](=[O:20])[C:18]2=[CH:21][CH:22]=[CH:23][CH:24]=[C:17]2[C:16]1=[O:25].C1(P(C2C=CC=CC=2)C2C=CC=CC=2)C=CC=CC=1.CCOC(/N=N/C(OCC)=O)=O. (3) The reactants are: [CH3:1][CH2:2][CH2:3][C@H:4]([NH:10][C@H:11]([C:13]([N:15]1[C@H:23]([C:24]([OH:26])=[O:25])[CH2:22][C@H:21]2[C@@H:16]1[CH2:17][CH2:18][CH2:19][CH2:20]2)=[O:14])[CH3:12])[C:5]([O:7][CH2:8][CH3:9])=[O:6].[CH3:27][C:28]([NH2:31])([CH3:30])[CH3:29]. Given the product [CH3:1][CH2:2][CH2:3][C@H:4]([NH:10][C@H:11]([C:13]([N:15]1[C@H:23]([C:24]([OH:26])=[O:25])[CH2:22][C@H:21]2[C@@H:16]1[CH2:17][CH2:18][CH2:19][CH2:20]2)=[O:14])[CH3:12])[C:5]([O:7][CH2:8][CH3:9])=[O:6].[CH3:27][C:28]([NH2:31])([CH3:30])[CH3:29].[OH2:6], predict the reactants needed to synthesize it. (4) Given the product [CH2:1]([N:8]([C:9]1[CH:10]=[CH:11][C:12]([CH2:15][CH2:16][CH2:17][CH3:18])=[CH:13][CH:14]=1)[C:32]([NH:31][C:23]1[C:22]([CH:19]([CH3:20])[CH3:21])=[CH:27][CH:26]=[CH:25][C:24]=1[CH:28]([CH3:30])[CH3:29])=[O:33])[C:2]1[CH:3]=[CH:4][CH:5]=[CH:6][CH:7]=1, predict the reactants needed to synthesize it. The reactants are: [CH2:1]([NH:8][C:9]1[CH:14]=[CH:13][C:12]([CH2:15][CH2:16][CH2:17][CH3:18])=[CH:11][CH:10]=1)[C:2]1[CH:7]=[CH:6][CH:5]=[CH:4][CH:3]=1.[CH:19]([C:22]1[CH:27]=[CH:26][CH:25]=[C:24]([CH:28]([CH3:30])[CH3:29])[C:23]=1[N:31]=[C:32]=[O:33])([CH3:21])[CH3:20]. (5) Given the product [CH3:1][O:2][C:3](=[O:20])[CH2:4][CH2:5][CH2:6][CH2:7][CH2:8][C:10]1[CH:15]=[C:14]([O:16][CH3:17])[CH:13]=[CH:12][C:11]=1[O:18][CH3:19], predict the reactants needed to synthesize it. The reactants are: [CH3:1][O:2][C:3](=[O:20])[CH2:4][CH2:5][CH2:6][CH2:7][C:8]([C:10]1[CH:15]=[C:14]([O:16][CH3:17])[CH:13]=[CH:12][C:11]=1[O:18][CH3:19])=O. (6) Given the product [CH3:1][C:2]1[CH:6]=[CH:5][S:4][C:3]=1[C:7]([O:9][CH2:14][CH3:15])=[O:8], predict the reactants needed to synthesize it. The reactants are: [CH3:1][C:2]1[CH:6]=[CH:5][S:4][C:3]=1[C:7]([OH:9])=[O:8].S(Cl)(Cl)=O.[CH2:14](O)[CH3:15]. (7) The reactants are: [Cl:1][C:2]1[C:3]([N:8]2[C:12]([C:13](O)=[O:14])=[CH:11][C:10]([C:16]([F:19])([F:18])[F:17])=[N:9]2)=[N:4][CH:5]=[CH:6][CH:7]=1.S(Cl)([Cl:22])=O. Given the product [Cl:1][C:2]1[C:3]([N:8]2[C:12]([C:13]([Cl:22])=[O:14])=[CH:11][C:10]([C:16]([F:19])([F:18])[F:17])=[N:9]2)=[N:4][CH:5]=[CH:6][CH:7]=1, predict the reactants needed to synthesize it.